This data is from Full USPTO retrosynthesis dataset with 1.9M reactions from patents (1976-2016). The task is: Predict the reactants needed to synthesize the given product. (1) The reactants are: Br[C:2]1[C:3]2[C:4]([S:20][C:21]3[CH:26]=[CH:25][C:24]([Cl:27])=[CH:23][CH:22]=3)=[C:5]3[CH:14]([CH2:15][C:16]([O:18]C)=[O:17])[CH2:13][CH2:12][N:6]3[C:7]=2[CH:8]=[C:9]([F:11])[CH:10]=1.[CH3:28][O:29][C:30]1[CH:35]=[CH:34][CH:33]=[CH:32][C:31]=1B(O)O. Given the product [Cl:27][C:24]1[CH:25]=[CH:26][C:21]([S:20][C:4]2[C:3]3[C:2]([C:31]4[CH:32]=[CH:33][CH:34]=[CH:35][C:30]=4[O:29][CH3:28])=[CH:10][C:9]([F:11])=[CH:8][C:7]=3[N:6]3[CH2:12][CH2:13][CH:14]([CH2:15][C:16]([OH:18])=[O:17])[C:5]=23)=[CH:22][CH:23]=1, predict the reactants needed to synthesize it. (2) Given the product [ClH:1].[Cl:1][C:2]1[C:3]2[C:7]([CH:8]=[CH:9][C:10]=1[CH3:11])=[N:6][N:5]1[C:12]([CH:17]3[CH2:18][CH2:19][NH:20][CH2:21][CH2:22]3)=[CH:13][C:14](=[O:16])[NH:15][C:4]=21, predict the reactants needed to synthesize it. The reactants are: [Cl:1][C:2]1[C:3]2[C:7]([CH:8]=[CH:9][C:10]=1[CH3:11])=[N:6][N:5]1[C:12]([CH:17]3[CH2:22][CH2:21][N:20](C(OC(C)(C)C)=O)[CH2:19][CH2:18]3)=[CH:13][C:14](=[O:16])[NH:15][C:4]=21.Cl. (3) The reactants are: [CH:1]([N:4]1[C:8]([C:9]2[N:18]=[C:17]3[N:11]([CH2:12][CH2:13][O:14][C:15]4[CH:22]=[CH:21][C:20]([S:23]([O-])(=[O:25])=[O:24])=[CH:19][C:16]=43)[CH:10]=2)=[N:7][CH:6]=[N:5]1)([CH3:3])[CH3:2].[Na+].C(Cl)(=O)C(Cl)=O.CN(C=O)C.[C:39]([N:43]1[CH2:48][CH2:47][NH:46][CH2:45][CH2:44]1)([CH3:42])([CH3:41])[CH3:40].CCN(CC)CC. Given the product [C:39]([N:43]1[CH2:48][CH2:47][N:46]([S:23]([C:20]2[CH:21]=[CH:22][C:15]3[O:14][CH2:13][CH2:12][N:11]4[CH:10]=[C:9]([C:8]5[N:4]([CH:1]([CH3:3])[CH3:2])[N:5]=[CH:6][N:7]=5)[N:18]=[C:17]4[C:16]=3[CH:19]=2)(=[O:24])=[O:25])[CH2:45][CH2:44]1)([CH3:42])([CH3:41])[CH3:40], predict the reactants needed to synthesize it. (4) Given the product [OH:8][CH2:7][CH:4]1[CH2:5][CH2:6][N:1]([C:14]([O:13][C:10]([CH3:12])([CH3:11])[CH3:9])=[O:15])[CH2:2][CH2:3]1, predict the reactants needed to synthesize it. The reactants are: [NH:1]1[CH2:6][CH2:5][CH:4]([CH2:7][OH:8])[CH2:3][CH2:2]1.[CH3:9][C:10]([O:13][C:14](O[C:14]([O:13][C:10]([CH3:12])([CH3:11])[CH3:9])=[O:15])=[O:15])([CH3:12])[CH3:11].[NH4+].[Cl-]. (5) Given the product [C:1]([O:5][C:6](=[O:7])[NH:8][C@H:9]([CH2:29][C:30]1[CH:35]=[C:34]([F:36])[C:33]([F:37])=[CH:32][C:31]=1[F:38])[CH2:10][C:11]([N:13]1[CH2:18][CH2:17][N:16]2[C:19]([C:25]([F:28])([F:27])[F:26])=[N:20][C:21]([C:22](=[O:23])[NH2:44])=[C:15]2[CH2:14]1)=[O:12])([CH3:2])([CH3:4])[CH3:3], predict the reactants needed to synthesize it. The reactants are: [C:1]([O:5][C:6]([NH:8][C@H:9]([CH2:29][C:30]1[CH:35]=[C:34]([F:36])[C:33]([F:37])=[CH:32][C:31]=1[F:38])[CH2:10][C:11]([N:13]1[CH2:18][CH2:17][N:16]2[C:19]([C:25]([F:28])([F:27])[F:26])=[N:20][C:21]([C:22](O)=[O:23])=[C:15]2[CH2:14]1)=[O:12])=[O:7])([CH3:4])([CH3:3])[CH3:2].O=C1[N:44](P(Cl)(N2CCOC2=O)=O)CCO1.C(N(CC)CC)C.C(=O)([O-])[O-].[NH4+].[NH4+].